The task is: Predict the product of the given reaction.. This data is from Forward reaction prediction with 1.9M reactions from USPTO patents (1976-2016). (1) Given the reactants [N+:1]([C:4]1[CH:30]=[CH:29][CH:28]=[CH:27][C:5]=1[C:6]([NH:8][C:9]1[CH:10]=[C:11]2[C:15](=[CH:16][CH:17]=1)[N:14]([C:18](=[O:26])[CH2:19][C:20]1[CH:25]=[CH:24][CH:23]=[CH:22][N:21]=1)[CH2:13][CH2:12]2)=[O:7])([O-])=O, predict the reaction product. The product is: [NH2:1][C:4]1[CH:30]=[CH:29][CH:28]=[CH:27][C:5]=1[C:6]([NH:8][C:9]1[CH:10]=[C:11]2[C:15](=[CH:16][CH:17]=1)[N:14]([C:18](=[O:26])[CH2:19][C:20]1[CH:25]=[CH:24][CH:23]=[CH:22][N:21]=1)[CH2:13][CH2:12]2)=[O:7]. (2) The product is: [F:20][C:17]1[CH:18]=[CH:19][C:14]([NH:13][C:12]2[C:7]3[C:6]([CH3:32])=[C:5]([C:3]([O:2][CH3:1])=[O:4])[S:31][C:8]=3[N:9]=[CH:10][N:11]=2)=[C:15]([CH:16]=1)[O:21][CH:22]([CH3:30])[C:23]([OH:25])=[O:24]. Given the reactants [CH3:1][O:2][C:3]([C:5]1[S:31][C:8]2[N:9]=[CH:10][N:11]=[C:12]([NH:13][C:14]3[CH:19]=[CH:18][C:17]([F:20])=[CH:16][C:15]=3[O:21][CH:22]([CH3:30])[C:23]([O:25]C(C)(C)C)=[O:24])[C:7]=2[C:6]=1[CH3:32])=[O:4].FC(F)(F)C(O)=O, predict the reaction product. (3) Given the reactants Br[C:2]1[CH:7]=[CH:6][C:5]([C:8]2[O:12][N:11]=[C:10]([CH3:13])[C:9]=2[CH:14]=[CH:15][CH2:16][CH2:17][C:18]2[CH:23]=[CH:22][CH:21]=[CH:20][CH:19]=2)=[CH:4][CH:3]=1.[CH2:24]([O:26][C:27](=[O:47])[CH2:28][C:29]1([C:32]2[CH:37]=[CH:36][C:35](B3OC(C)(C)C(C)(C)O3)=[CH:34][CH:33]=2)[CH2:31][CH2:30]1)[CH3:25], predict the reaction product. The product is: [CH2:24]([O:26][C:27](=[O:47])[CH2:28][C:29]1([C:32]2[CH:37]=[CH:36][C:35]([C:2]3[CH:7]=[CH:6][C:5]([C:8]4[O:12][N:11]=[C:10]([CH3:13])[C:9]=4[CH:14]=[CH:15][CH2:16][CH2:17][C:18]4[CH:23]=[CH:22][CH:21]=[CH:20][CH:19]=4)=[CH:4][CH:3]=3)=[CH:34][CH:33]=2)[CH2:31][CH2:30]1)[CH3:25]. (4) The product is: [NH2:62][C:61]1[CH:60]=[CH:59][C:12]([O:13][CH2:14][CH2:15][N:16]([C:18]2[CH:19]=[CH:20][C:21]3[N:25]=[C:24]([C:26]4[CH:27]=[C:28]([CH3:56])[C:29]5[N:33]=[C:32]([CH2:34][CH2:35][CH3:36])[N:31]([CH2:37][C:38]6[CH:43]=[CH:42][C:41]([C:44]7[CH:49]=[CH:48][CH:47]=[CH:46][C:45]=7[C:50]7[NH:54][N:53]=[N:52][N:51]=7)=[CH:40][CH:39]=6)[C:30]=5[CH:55]=4)[N:23]([CH3:57])[C:22]=3[CH:58]=2)[CH3:17])=[CH:11][C:10]=1[N:8]([C:6]([O:5][C:1]([CH3:2])([CH3:4])[CH3:3])=[O:7])[CH3:9]. Given the reactants [C:1]([O:5][C:6]([N:8]([C:10]1[CH:11]=[C:12]([CH:59]=[CH:60][C:61]=1[N+:62]([O-])=O)[O:13][CH2:14][CH2:15][N:16]([C:18]1[CH:19]=[CH:20][C:21]2[N:25]=[C:24]([C:26]3[CH:27]=[C:28]([CH3:56])[C:29]4[N:33]=[C:32]([CH2:34][CH2:35][CH3:36])[N:31]([CH2:37][C:38]5[CH:43]=[CH:42][C:41]([C:44]6[CH:49]=[CH:48][CH:47]=[CH:46][C:45]=6[C:50]6[NH:54][N:53]=[N:52][N:51]=6)=[CH:40][CH:39]=5)[C:30]=4[CH:55]=3)[N:23]([CH3:57])[C:22]=2[CH:58]=1)[CH3:17])[CH3:9])=[O:7])([CH3:4])([CH3:3])[CH3:2], predict the reaction product. (5) Given the reactants BrC1C(CC)=NC2C(C=1Cl)=CC(F)=CC=2.[S].[F:17][C:18]1[CH:19]=[C:20]([C:25]2[C:26]([CH:38]([N:40]3[C:48](=[O:49])[C:47]4[C:42](=[CH:43][CH:44]=[CH:45][CH:46]=4)[C:41]3=[O:50])[CH3:39])=[N:27][C:28]3[C:33]([C:34]=2SC)=[CH:32][C:31]([F:37])=[CH:30][CH:29]=3)[CH:21]=[C:22]([F:24])[CH:23]=1.C[CH:52]([OH:54])C.CCCCCC, predict the reaction product. The product is: [F:17][C:18]1[CH:19]=[C:20]([C:25]2[C:26]([CH:38]([N:40]3[C:48](=[O:49])[C:47]4[C:42](=[CH:43][CH:44]=[CH:45][CH:46]=4)[C:41]3=[O:50])[CH3:39])=[N:27][C:28]3[C:33]([C:34]=2[O:54][CH3:52])=[CH:32][C:31]([F:37])=[CH:30][CH:29]=3)[CH:21]=[C:22]([F:24])[CH:23]=1.[F:17][C:18]1[CH:19]=[C:20]([C:25]2[C:26]([C@@H:38]([N:40]3[C:48](=[O:49])[C:47]4[C:42](=[CH:43][CH:44]=[CH:45][CH:46]=4)[C:41]3=[O:50])[CH3:39])=[N:27][C:28]3[C:33]([C:34]=2[O:54][CH3:52])=[CH:32][C:31]([F:37])=[CH:30][CH:29]=3)[CH:21]=[C:22]([F:24])[CH:23]=1. (6) Given the reactants [CH:1]12[NH:8][CH:5]([CH2:6][CH2:7]1)[CH2:4][C:3](=[C:9]([C:21]1[CH:22]=[N:23][CH:24]=[CH:25][CH:26]=1)[C:10]1[CH:20]=[CH:19][C:13]([C:14]([NH:16][CH2:17][CH3:18])=[O:15])=[CH:12][CH:11]=1)[CH2:2]2.[S:27]1[CH:31]=[CH:30][CH:29]=[C:28]1[C:32](Cl)=[O:33].C([O-])([O-])=O.[K+].[K+].C([O-])(O)=O.[Na+], predict the reaction product. The product is: [CH2:17]([NH:16][C:14](=[O:15])[C:13]1[CH:19]=[CH:20][C:10]([C:9]([C:21]2[CH:22]=[N:23][CH:24]=[CH:25][CH:26]=2)=[C:3]2[CH2:4][CH:5]3[N:8]([C:32]([C:28]4[S:27][CH:31]=[CH:30][CH:29]=4)=[O:33])[CH:1]([CH2:7][CH2:6]3)[CH2:2]2)=[CH:11][CH:12]=1)[CH3:18]. (7) The product is: [Cl:22][C:23]1[CH:24]=[C:25]([C:30]2[NH:31][CH:32]=[C:33]([C:41]3[CH2:42][CH2:43][N:44]([CH2:18][CH2:17][C:16]4[CH:20]=[CH:21][C:13]([S:10]([CH2:9][CH2:8][O:7][CH:2]5[CH2:3][CH2:4][CH2:5][CH2:6][O:1]5)(=[O:12])=[O:11])=[CH:14][CH:15]=4)[CH2:45][CH:46]=3)[C:34]=2[C:35]2[CH:36]=[CH:37][N:38]=[CH:39][CH:40]=2)[CH:26]=[CH:27][C:28]=1[F:29]. Given the reactants [O:1]1[CH2:6][CH2:5][CH2:4][CH2:3][CH:2]1[O:7][CH2:8][CH2:9][S:10]([C:13]1[CH:21]=[CH:20][C:16]([CH2:17][CH2:18]Br)=[CH:15][CH:14]=1)(=[O:12])=[O:11].[Cl:22][C:23]1[CH:24]=[C:25]([C:30]2[NH:31][CH:32]=[C:33]([C:41]3[CH2:42][CH2:43][NH:44][CH2:45][CH:46]=3)[C:34]=2[C:35]2[CH:40]=[CH:39][N:38]=[CH:37][CH:36]=2)[CH:26]=[CH:27][C:28]=1[F:29], predict the reaction product.